From a dataset of Peptide-MHC class I binding affinity with 185,985 pairs from IEDB/IMGT. Regression. Given a peptide amino acid sequence and an MHC pseudo amino acid sequence, predict their binding affinity value. This is MHC class I binding data. (1) The peptide sequence is SLVENNFFTK. The MHC is HLA-A03:01 with pseudo-sequence HLA-A03:01. The binding affinity (normalized) is 0.498. (2) The peptide sequence is ITETIPIGM. The MHC is HLA-A02:06 with pseudo-sequence HLA-A02:06. The binding affinity (normalized) is 0.173. (3) The peptide sequence is HGEVPPRL. The MHC is HLA-A02:01 with pseudo-sequence HLA-A02:01. The binding affinity (normalized) is 0.310. (4) The MHC is HLA-B08:03 with pseudo-sequence HLA-B08:03. The binding affinity (normalized) is 0.0847. The peptide sequence is AEILSGRVI. (5) The peptide sequence is PLRPMTYR. The MHC is HLA-B44:03 with pseudo-sequence HLA-B44:03. The binding affinity (normalized) is 0.